From a dataset of Catalyst prediction with 721,799 reactions and 888 catalyst types from USPTO. Predict which catalyst facilitates the given reaction. (1) Product: [C:37]([C:39]1[CH:44]=[CH:43][C:42]([C:2]2[CH:36]=[CH:35][C:5]3[N:6]([CH2:31][CH:32]4[CH2:33][CH2:34]4)[C:7]([CH2:9][O:10][CH2:11][C:12]4([C:25]5[CH:26]=[CH:27][CH:28]=[CH:29][CH:30]=5)[CH2:17][CH2:16][N:15]([C:18]([O:20][C:21]([CH3:23])([CH3:22])[CH3:24])=[O:19])[CH2:14][CH2:13]4)=[N:8][C:4]=3[CH:3]=2)=[CH:41][CH:40]=1)#[N:38]. Reactant: Br[C:2]1[CH:36]=[CH:35][C:5]2[N:6]([CH2:31][CH:32]3[CH2:34][CH2:33]3)[C:7]([CH2:9][O:10][CH2:11][C:12]3([C:25]4[CH:30]=[CH:29][CH:28]=[CH:27][CH:26]=4)[CH2:17][CH2:16][N:15]([C:18]([O:20][C:21]([CH3:24])([CH3:23])[CH3:22])=[O:19])[CH2:14][CH2:13]3)=[N:8][C:4]=2[CH:3]=1.[C:37]([C:39]1[CH:44]=[CH:43][C:42](B(O)O)=[CH:41][CH:40]=1)#[N:38].C(=O)([O-])[O-].[Cs+].[Cs+]. The catalyst class is: 787. (2) Reactant: F[P-](F)(F)(F)(F)F.N1(O[P+](N(C)C)(N(C)C)N(C)C)C2C=CC=CC=2N=N1.[Cl-].[NH2:29][C:30]1[CH:38]=[C:37]2[C:33]([CH:34]=[C:35]([C:46]([O:48][CH2:49][CH3:50])=[O:47])[N:36]2[C:39]([O:41][C:42]([CH3:45])([CH3:44])[CH3:43])=[O:40])=[CH:32][CH:31]=1.[CH3:51][C:52]([O:55][CH2:56][CH2:57][C:58](O)=[O:59])([CH3:54])[CH3:53].C(N(C(C)C)CC)(C)C. Product: [CH3:51][C:52]([O:55][CH2:56][CH2:57][C:58]([NH:29][C:30]1[CH:38]=[C:37]2[C:33]([CH:34]=[C:35]([C:46]([O:48][CH2:49][CH3:50])=[O:47])[N:36]2[C:39]([O:41][C:42]([CH3:45])([CH3:44])[CH3:43])=[O:40])=[CH:32][CH:31]=1)=[O:59])([CH3:54])[CH3:53]. The catalyst class is: 3. (3) Product: [Cl:1][C:2]1[CH:3]=[CH:4][C:5]([O:17][CH2:18][CH:19]([CH3:21])[CH3:20])=[C:6]([CH2:8][C:9]2[O:10][CH:11]=[C:12]([C:14]#[N:16])[N:13]=2)[CH:7]=1. The catalyst class is: 286. Reactant: [Cl:1][C:2]1[CH:3]=[CH:4][C:5]([O:17][CH2:18][CH:19]([CH3:21])[CH3:20])=[C:6]([CH2:8][C:9]2[O:10][CH:11]=[C:12]([C:14]([NH2:16])=O)[N:13]=2)[CH:7]=1. (4) Reactant: [Br:1][CH2:2][C:3]([CH3:7])=[CH:4][CH2:5]Br.[C:8]1([CH3:17])[CH:13]=[CH:12][C:11]([S:14]([O-:16])=[O:15])=[CH:10][CH:9]=1.[Na+]. Product: [C:8]1([CH3:17])[CH:13]=[CH:12][C:11]([S:14]([CH2:5][CH:4]=[C:3]([CH3:7])[CH2:2][Br:1])(=[O:16])=[O:15])=[CH:10][CH:9]=1. The catalyst class is: 47. (5) Reactant: [CH:1]([C:4]1[CH:9]=[CH:8][CH:7]=[CH:6][C:5]=1[NH:10][C:11]1[CH:12]=[C:13]([C:20]2[CH:25]=[CH:24][CH:23]=[CH:22][CH:21]=2)[CH:14]=[CH:15][C:16]=1[N+:17]([O-])=O)([CH3:3])[CH3:2].C(O)(=O)C. Product: [CH:1]([C:4]1[CH:9]=[CH:8][CH:7]=[CH:6][C:5]=1[NH:10][C:11]1[CH:12]=[C:13]([C:20]2[CH:25]=[CH:24][CH:23]=[CH:22][CH:21]=2)[CH:14]=[CH:15][C:16]=1[NH2:17])([CH3:3])[CH3:2]. The catalyst class is: 63. (6) Reactant: [Br:1][C:2]1[C:6]2[C:7](=[O:11])[NH:8][CH:9]=[CH:10][C:5]=2[O:4][CH:3]=1.[C:12](=O)([O-])[O-].[K+].[K+].C1(C)C=CC(S(OC)(=O)=O)=CC=1.C(=O)(O)[O-].[Na+]. Product: [Br:1][C:2]1[C:6]2[C:7](=[O:11])[N:8]([CH3:12])[CH:9]=[CH:10][C:5]=2[O:4][CH:3]=1. The catalyst class is: 3. (7) Reactant: [Na].Cl[CH:3]=[C:4]1[CH2:9][C:8]([CH3:11])([CH3:10])[CH2:7][CH2:6][C:5]1=O.[Li+].[OH-].C([O:17][C:18](=[O:21])[CH2:19][SH:20])C. Product: [CH3:10][C:8]1([CH3:11])[CH2:7][CH2:6][C:5]2=[C:19]([C:18]([OH:21])=[O:17])[S:20][CH:3]=[C:4]2[CH2:9]1. The catalyst class is: 353. (8) Reactant: [Cl:1][C:2]1[CH:17]=[CH:16][C:5]([CH2:6][NH:7][C:8]2[N:13]=[CH:12][C:11]([CH:14]=[O:15])=[CH:10][CH:9]=2)=[CH:4][CH:3]=1.C(N(CC)CC)C.[C:25]([O:29][C:30](O[C:30]([O:29][C:25]([CH3:28])([CH3:27])[CH3:26])=[O:31])=[O:31])([CH3:28])([CH3:27])[CH3:26]. Product: [C:25]([O:29][C:30](=[O:31])[N:7]([CH2:6][C:5]1[CH:16]=[CH:17][C:2]([Cl:1])=[CH:3][CH:4]=1)[C:8]1[CH:9]=[CH:10][C:11]([CH:14]=[O:15])=[CH:12][N:13]=1)([CH3:28])([CH3:27])[CH3:26]. The catalyst class is: 112.